This data is from Forward reaction prediction with 1.9M reactions from USPTO patents (1976-2016). The task is: Predict the product of the given reaction. (1) Given the reactants C[O:2][C:3]([C:5]1[CH:6]=[C:7]([C:11]2[CH:16]=[CH:15][C:14]([CH2:17][NH:18][C:19]([C:21]3[C:22]([O:27][C:28]4[CH:33]=[CH:32][C:31]([F:34])=[CH:30][CH:29]=4)=[N:23][CH:24]=[CH:25][CH:26]=3)=[O:20])=[CH:13][CH:12]=2)[CH:8]=[CH:9][CH:10]=1)=[O:4].[OH-].[Na+].Cl.CO.ClCCl, predict the reaction product. The product is: [F:34][C:31]1[CH:32]=[CH:33][C:28]([O:27][C:22]2[C:21]([C:19]([NH:18][CH2:17][C:14]3[CH:15]=[CH:16][C:11]([C:7]4[CH:8]=[CH:9][CH:10]=[C:5]([C:3]([OH:4])=[O:2])[CH:6]=4)=[CH:12][CH:13]=3)=[O:20])=[CH:26][CH:25]=[CH:24][N:23]=2)=[CH:29][CH:30]=1. (2) Given the reactants [CH3:1][O:2][C:3]([C:5]1[N:6]=[CH:7][C:8]2[C:13]([CH:14]=1)=[CH:12][CH:11]=[C:10]([N+:15]([O-])=O)[CH:9]=2)=[O:4], predict the reaction product. The product is: [CH3:1][O:2][C:3]([C:5]1[N:6]=[CH:7][C:8]2[C:13]([CH:14]=1)=[CH:12][CH:11]=[C:10]([NH2:15])[CH:9]=2)=[O:4]. (3) Given the reactants [NH2:1][C:2]1[N:6]([CH:7]2[CH2:11][CH2:10][CH2:9][CH2:8]2)[N:5]=[C:4]([CH3:12])[C:3]=1[C:13]([O:15]CC)=[O:14].[OH-].[Na+].C(O)C, predict the reaction product. The product is: [NH2:1][C:2]1[N:6]([CH:7]2[CH2:11][CH2:10][CH2:9][CH2:8]2)[N:5]=[C:4]([CH3:12])[C:3]=1[C:13]([OH:15])=[O:14]. (4) Given the reactants [NH2:1][C:2]1[CH:7]=[CH:6][C:5]([Br:8])=[CH:4][N:3]=1.Cl[C:10](=[O:15])[C:11]([O:13][CH3:14])=[O:12], predict the reaction product. The product is: [CH3:14][O:13][C:11](=[O:12])[C:10]([NH:1][C:2]1[CH:7]=[CH:6][C:5]([Br:8])=[CH:4][N:3]=1)=[O:15].